Dataset: Forward reaction prediction with 1.9M reactions from USPTO patents (1976-2016). Task: Predict the product of the given reaction. (1) Given the reactants [Cl:1][C:2]1[CH:7]=[CH:6][C:5]([C:8]2[CH:9]=[C:10]([CH:15]=[CH:16][N:17]=2)[C:11]([O:13][CH3:14])=[O:12])=[CH:4][C:3]=1[F:18].Cl, predict the reaction product. The product is: [ClH:1].[Cl:1][C:2]1[CH:7]=[CH:6][C:5]([CH:8]2[CH2:9][CH:10]([C:11]([O:13][CH3:14])=[O:12])[CH2:15][CH2:16][NH:17]2)=[CH:4][C:3]=1[F:18]. (2) Given the reactants Br[C:2]1[CH:7]=[CH:6][N:5]=[C:4]([Cl:8])[CH:3]=1.[N:9]1([C:15]([O:17][C:18]([CH3:21])([CH3:20])[CH3:19])=[O:16])[CH2:14][CH2:13][NH:12][CH2:11][CH2:10]1.CC(C)([O-])C.[Na+], predict the reaction product. The product is: [Cl:8][C:4]1[CH:3]=[C:2]([N:12]2[CH2:11][CH2:10][N:9]([C:15]([O:17][C:18]([CH3:21])([CH3:20])[CH3:19])=[O:16])[CH2:14][CH2:13]2)[CH:7]=[CH:6][N:5]=1. (3) Given the reactants [F:1][C:2]([F:16])([F:15])[C:3]([NH:5][CH2:6][C:7]1[CH:12]=[CH:11][C:10]([O:13]C)=[CH:9][CH:8]=1)=[O:4].B(Br)(Br)Br, predict the reaction product. The product is: [F:1][C:2]([F:15])([F:16])[C:3]([NH:5][CH2:6][C:7]1[CH:12]=[CH:11][C:10]([OH:13])=[CH:9][CH:8]=1)=[O:4]. (4) The product is: [CH3:3][CH:2]([O:4][C:5]1[CH:6]=[C:7]([O:17][C:18]2[CH:23]=[CH:22][C:21]([S:24]([CH3:27])(=[O:26])=[O:25])=[CH:20][N:19]=2)[CH:8]=[C:9]2[C:13]=1[NH:12][C:11]([C:14]1[S:37][CH:52]([CH2:51][C:50]([O:55][CH2:56][CH3:57])=[O:54])[CH2:53][N:16]=1)=[CH:10]2)[CH3:1]. Given the reactants [CH3:1][CH:2]([O:4][C:5]1[CH:6]=[C:7]([O:17][C:18]2[CH:23]=[CH:22][C:21]([S:24]([CH3:27])(=[O:26])=[O:25])=[CH:20][N:19]=2)[CH:8]=[C:9]2[C:13]=1[NH:12][C:11]([C:14]([NH2:16])=O)=[CH:10]2)[CH3:3].COC1C=CC(P2(SP(C3C=CC(OC)=CC=3)(=S)S2)=[S:37])=CC=1.[C:50]([O:55][CH2:56][CH3:57])(=[O:54])[C:51]#[C:52][CH3:53].C(P(CCCC)CCCC)CCC, predict the reaction product. (5) Given the reactants [CH2:1]([O:8][C:9]([N:11]1[CH2:15][C@@H:14]([OH:16])[C@H:13]2[O:17][CH2:18][C:19]([O:22][CH3:23])([O:20][CH3:21])[C@@H:12]12)=[O:10])[C:2]1[CH:7]=[CH:6][CH:5]=[CH:4][CH:3]=1.C(N(CC)CC)C.[S:31](Cl)([CH3:34])(=[O:33])=[O:32], predict the reaction product. The product is: [CH2:1]([O:8][C:9]([N:11]1[CH2:15][C@@H:14]([O:16][S:31]([CH3:34])(=[O:33])=[O:32])[C@H:13]2[O:17][CH2:18][C:19]([O:22][CH3:23])([O:20][CH3:21])[C@@H:12]12)=[O:10])[C:2]1[CH:3]=[CH:4][CH:5]=[CH:6][CH:7]=1.